This data is from Full USPTO retrosynthesis dataset with 1.9M reactions from patents (1976-2016). The task is: Predict the reactants needed to synthesize the given product. Given the product [CH3:10][O:11][C:12](=[O:37])[C:13]1[CH:18]=[CH:17][CH:16]=[C:15]([CH2:19][N:20]2[C:31]3[C:36](=[CH:35][CH:34]=[CH:33][CH:32]=3)/[C:22](=[C:23](\[C:2]3[CH:7]=[CH:6][C:5]([O:8][CH3:9])=[CH:4][CH:3]=3)/[C:24]3[CH:25]=[CH:26][CH:27]=[CH:28][CH:29]=3)/[C:21]2=[O:30])[CH:14]=1, predict the reactants needed to synthesize it. The reactants are: I[C:2]1[CH:7]=[CH:6][C:5]([O:8][CH3:9])=[CH:4][CH:3]=1.[CH3:10][O:11][C:12](=[O:37])[C:13]1[CH:18]=[CH:17][CH:16]=[C:15]([CH2:19][N:20]([C:31]2[CH:36]=[CH:35][CH:34]=[CH:33][CH:32]=2)[C:21](=[O:30])[C:22]#[C:23][C:24]2[CH:29]=[CH:28][CH:27]=[CH:26][CH:25]=2)[CH:14]=1.